This data is from Reaction yield outcomes from USPTO patents with 853,638 reactions. The task is: Predict the reaction yield, written as a fraction of the theoretical maximum amount of product (1.0 means a 100% yield; for example, 0.34 means a 34% yield). The reactants are [C:1]([C@H:5]1[CH2:10][CH2:9][C@H:8]([O:11][C:12]2[CH:13]=[C:14]3[C:19](=[CH:20][CH:21]=2)[CH2:18][C@@H:17]([C@:22]2([CH3:28])[CH2:26][O:25][C:24](=[O:27])[NH:23]2)[CH2:16][CH2:15]3)[CH2:7][CH2:6]1)([CH3:4])([CH3:3])[CH3:2].[I:29]N1C(=O)CCC1=O.C(Cl)Cl. The catalyst is [Cl-].[Cl-].[Cl-].[Cl-].[Zr+4]. The product is [C:1]([C@H:5]1[CH2:6][CH2:7][C@H:8]([O:11][C:12]2[C:13]([I:29])=[C:14]3[C:19](=[CH:20][CH:21]=2)[CH2:18][C@@H:17]([C@:22]2([CH3:28])[CH2:26][O:25][C:24](=[O:27])[NH:23]2)[CH2:16][CH2:15]3)[CH2:9][CH2:10]1)([CH3:4])([CH3:2])[CH3:3]. The yield is 0.980.